Task: Predict the reactants needed to synthesize the given product.. Dataset: Full USPTO retrosynthesis dataset with 1.9M reactions from patents (1976-2016) (1) Given the product [ClH:1].[ClH:1].[F:22][C:19]1[CH:20]=[C:21]2[C:16]([N:15]=[CH:14][C:13](=[O:23])[N:12]2[CH2:11][CH2:10][N:7]2[CH2:6][CH2:5][CH:4]([NH:3][CH2:35][C:33]3[CH:32]=[CH:31][C:28]4[S:29][CH2:30][C:25](=[O:24])[NH:26][C:27]=4[N:34]=3)[CH2:9][CH2:8]2)=[CH:17][CH:18]=1, predict the reactants needed to synthesize it. The reactants are: [ClH:1].Cl.[NH2:3][CH:4]1[CH2:9][CH2:8][N:7]([CH2:10][CH2:11][N:12]2[C:21]3[C:16](=[CH:17][CH:18]=[C:19]([F:22])[CH:20]=3)[N:15]=[CH:14][C:13]2=[O:23])[CH2:6][CH2:5]1.[O:24]=[C:25]1[CH2:30][S:29][C:28]2[CH:31]=[CH:32][C:33]([CH:35]=O)=[N:34][C:27]=2[NH:26]1.C(O[BH-](OC(=O)C)OC(=O)C)(=O)C.[Na+].C(=O)([O-])[O-].[Na+].[Na+]. (2) Given the product [CH3:25][C:26]([N:22]([CH3:23])[CH3:21])=[O:27].[Cl-:16].[Cl-:28].[Ca+2:30], predict the reactants needed to synthesize it. The reactants are: C1(N)C=CC(N)=CC=1.C(Cl)(=O)C1C=CC(C([Cl:16])=O)=CC=1.[CH3:21][N:22]1[C:26](=[O:27])[CH2:25]C[CH2:23]1.[Cl-:28].[Cl-].[Ca+2:30]. (3) Given the product [CH3:20][C:17]1[CH:18]=[CH:19][C:12]([N:10]2[CH2:9][CH2:8][C:4]3[N:5]=[CH:6][N:7]=[C:2]([NH:30][C@@H:28]([C:25]4[CH:24]=[N:23][C:22]([CH3:21])=[N:27][CH:26]=4)[CH3:29])[C:3]=3[CH2:11]2)=[C:13]([CH:16]=1)[C:14]#[N:15], predict the reactants needed to synthesize it. The reactants are: Cl[C:2]1[C:3]2[CH2:11][N:10]([C:12]3[CH:19]=[CH:18][C:17]([CH3:20])=[CH:16][C:13]=3[C:14]#[N:15])[CH2:9][CH2:8][C:4]=2[N:5]=[CH:6][N:7]=1.[CH3:21][C:22]1[N:27]=[CH:26][C:25]([C@H:28]([NH2:30])[CH3:29])=[CH:24][N:23]=1.C(N(CC)C(C)C)(C)C. (4) Given the product [CH3:25][C:23]1[CH:22]=[CH:21][C:5]2=[C:6]3[C:11](=[C:2]([NH2:1])[N:3]=[C:4]2[CH:24]=1)[N:10]=[CH:9][C:8]([CH2:12][CH2:13][C:14]1[CH:15]=[CH:16][C:17]([O:20][CH2:27][CH2:28][N:29]2[CH2:34][CH2:33][O:32][CH2:31][CH2:30]2)=[CH:18][CH:19]=1)=[CH:7]3, predict the reactants needed to synthesize it. The reactants are: [NH2:1][C:2]1[C:11]2[N:10]=[CH:9][C:8]([CH2:12][CH2:13][C:14]3[CH:19]=[CH:18][C:17]([OH:20])=[CH:16][CH:15]=3)=[CH:7][C:6]=2[C:5]2[CH:21]=[CH:22][C:23]([CH3:25])=[CH:24][C:4]=2[N:3]=1.Br[CH2:27][CH2:28][N:29]1[CH2:34][CH2:33][O:32][CH2:31][CH2:30]1. (5) Given the product [O:25]1[C:26]2[CH:31]=[CH:30][CH:29]=[CH:28][C:27]=2[C:23]([C:2]2[CH:3]=[C:4]3[CH2:10][C@:9]4([CH:15]5[CH2:16][CH2:17][N:12]([CH2:13][CH2:14]5)[CH2:11]4)[O:8][C:5]3=[N:6][CH:7]=2)=[CH:24]1, predict the reactants needed to synthesize it. The reactants are: Br[C:2]1[CH:3]=[C:4]2[CH2:10][C@:9]3([CH:15]4[CH2:16][CH2:17][N:12]([CH2:13][CH2:14]4)[CH2:11]3)[O:8][C:5]2=[N:6][CH:7]=1.C([Sn](CCCC)(CCCC)[C:23]1[C:27]2[CH:28]=[CH:29][CH:30]=[CH:31][C:26]=2[O:25][CH:24]=1)CCC. (6) The reactants are: C1C2C(COC([NH:18][C@@H:19]([C:28]([NH:30][CH3:31])=[O:29])[CH2:20][C:21]([O:23][C:24]([CH3:27])([CH3:26])[CH3:25])=[O:22])=O)C3C(=CC=CC=3)C=2C=CC=1.N1CCCCC1.C1C2C(CN3CCCCC3)C3C(=CC=CC=3)C=2C=CC=1. Given the product [NH2:18][C@@H:19]([C:28]([NH:30][CH3:31])=[O:29])[CH2:20][C:21]([O:23][C:24]([CH3:26])([CH3:27])[CH3:25])=[O:22], predict the reactants needed to synthesize it. (7) Given the product [CH2:26]([S:25][C:11]1[N:10]=[C:9]([CH2:8][NH2:7])[CH:14]=[C:13]([C:15]2[CH:20]=[CH:19][C:18]([C:21]([F:23])([F:24])[F:22])=[CH:17][CH:16]=2)[N:12]=1)[C:27]1[CH:32]=[CH:31][CH:30]=[CH:29][CH:28]=1, predict the reactants needed to synthesize it. The reactants are: C(OC(=O)[NH:7][CH2:8][C:9]1[CH:14]=[C:13]([C:15]2[CH:20]=[CH:19][C:18]([C:21]([F:24])([F:23])[F:22])=[CH:17][CH:16]=2)[N:12]=[C:11]([S:25][CH2:26][C:27]2[CH:32]=[CH:31][CH:30]=[CH:29][CH:28]=2)[N:10]=1)(C)(C)C. (8) Given the product [OH:36][C:33]1[CH:34]=[CH:35][C:30]([CH:29]([C:37]2[CH:38]=[CH:39][C:40]([OH:43])=[CH:41][CH:42]=2)[CH2:28][NH:27][C:4]2[N:3]=[C:2]([Cl:1])[N:10]=[C:9]3[C:5]=2[N:6]=[CH:7][N:8]3[C@@H:11]2[CH2:15][C@H:14]([NH:16][C:17]([CH2:19][O:20][C:21](=[O:23])[CH3:22])=[O:18])[C@@H:13]([OH:24])[C@H:12]2[OH:25])=[CH:31][CH:32]=1, predict the reactants needed to synthesize it. The reactants are: [Cl:1][C:2]1[N:10]=[C:9]2[C:5]([N:6]=[CH:7][N:8]2[C@@H:11]2[CH2:15][C@H:14]([NH:16][C:17]([CH2:19][O:20][C:21](=[O:23])[CH3:22])=[O:18])[C@@H:13]([OH:24])[C@H:12]2[OH:25])=[C:4](Cl)[N:3]=1.[NH2:27][CH2:28][CH:29]([C:37]1[CH:42]=[CH:41][C:40]([OH:43])=[CH:39][CH:38]=1)[C:30]1[CH:35]=[CH:34][C:33]([OH:36])=[CH:32][CH:31]=1.CCN(C(C)C)C(C)C. (9) Given the product [ClH:36].[C:24]([NH:19][C@@H:18]([CH2:27][C:28]1[CH:29]=[C:30]([F:35])[CH:31]=[C:32]([F:34])[CH:33]=1)[C@@H:17]([CH:9]1[NH:8][CH2:12][C@@H:11]([CH2:13][C:14]([OH:16])=[O:15])[CH2:10]1)[OH:21])(=[O:26])[CH3:25], predict the reactants needed to synthesize it. The reactants are: C(OC([N:8]1[CH2:12][CH:11]([CH2:13][C:14]([OH:16])=[O:15])[CH2:10][C@@H:9]1[C@H:17]1[O:21]C(C)(C)[N:19]([C:24](=[O:26])[CH3:25])[C@H:18]1[CH2:27][C:28]1[CH:33]=[C:32]([F:34])[CH:31]=[C:30]([F:35])[CH:29]=1)=O)(C)(C)C.[ClH:36]. (10) The reactants are: [C:1]([C@:3]1([CH2:12][C:13]([O-:15])=[O:14])[CH2:9][C@@H:8]2[C@H:4]1[CH:5]=[C:6]([CH2:10][CH3:11])[CH2:7]2)#[N:2].C([NH3+])C1C=CC=CC=1.CC(OC)(C)C.Cl.[OH-].[Li+]. Given the product [NH2:2][CH2:1][C@:3]1([CH2:12][C:13]([OH:15])=[O:14])[CH2:9][C@@H:8]2[C@H:4]1[CH:5]=[C:6]([CH2:10][CH3:11])[CH2:7]2, predict the reactants needed to synthesize it.